From a dataset of Full USPTO retrosynthesis dataset with 1.9M reactions from patents (1976-2016). Predict the reactants needed to synthesize the given product. (1) Given the product [CH3:19][O:10][C:8]1[CH:7]=[C:6]([O:15][CH3:12])[C:5]2[S:1][CH:2]=[CH:3][C:4]=2[CH:9]=1, predict the reactants needed to synthesize it. The reactants are: [S:1]1[C:5]2[C:6](O)=[CH:7][C:8]([OH:10])=[CH:9][C:4]=2[CH:3]=[CH:2]1.[C:12](=[O:15])([O-])[O-].[K+].[K+].I[CH3:19].N. (2) Given the product [CH3:1][C:2]1[O:6][N:5]=[C:4]([C:7]2[CH:12]=[CH:11][CH:10]=[CH:9][CH:8]=2)[C:3]=1[CH2:13][O:14][C:15]1[N:20]=[CH:19][C:18]([NH:21][C:29](=[O:31])[CH3:30])=[CH:17][CH:16]=1, predict the reactants needed to synthesize it. The reactants are: [CH3:1][C:2]1[O:6][N:5]=[C:4]([C:7]2[CH:12]=[CH:11][CH:10]=[CH:9][CH:8]=2)[C:3]=1[CH2:13][O:14][C:15]1[N:20]=[CH:19][C:18]([NH2:21])=[CH:17][CH:16]=1.C(N(CC)CC)C.[C:29](Cl)(=[O:31])[CH3:30]. (3) Given the product [Br:38][CH2:2][CH2:3][O:4][C:5]1[CH:6]=[CH:7][C:8]([C:22]2[NH:31][C:30](=[O:32])[C:29]3[C:24](=[CH:25][C:26]([O:35][CH3:36])=[CH:27][C:28]=3[O:33][CH3:34])[N:23]=2)=[N:9][C:10]=1[C:11]1[CH:16]=[CH:15][C:14]([S:17]([CH3:20])(=[O:19])=[O:18])=[CH:13][C:12]=1[CH3:21], predict the reactants needed to synthesize it. The reactants are: O[CH2:2][CH2:3][O:4][C:5]1[CH:6]=[CH:7][C:8]([C:22]2[NH:31][C:30](=[O:32])[C:29]3[C:24](=[CH:25][C:26]([O:35][CH3:36])=[CH:27][C:28]=3[O:33][CH3:34])[N:23]=2)=[N:9][C:10]=1[C:11]1[CH:16]=[CH:15][C:14]([S:17]([CH3:20])(=[O:19])=[O:18])=[CH:13][C:12]=1[CH3:21].P(Br)(Br)[Br:38]. (4) Given the product [CH2:10]([O:12][CH:13]=[N:5][C:4]1[CH:6]=[CH:7][CH:8]=[C:2]([Cl:1])[C:3]=1[F:9])[CH3:11], predict the reactants needed to synthesize it. The reactants are: [Cl:1][C:2]1[C:3]([F:9])=[C:4]([CH:6]=[CH:7][CH:8]=1)[NH2:5].[CH2:10]([O:12][CH:13](OCC)OCC)[CH3:11]. (5) Given the product [CH3:24][O:23][C:14](=[O:22])[C:15]1[CH:21]=[CH:20][CH:19]=[CH:18][C:16]=1[NH:17][S:10]([C:7]1[CH:8]=[CH:9][C:4]([N+:1]([O-:3])=[O:2])=[CH:5][CH:6]=1)(=[O:12])=[O:11], predict the reactants needed to synthesize it. The reactants are: [N+:1]([C:4]1[CH:9]=[CH:8][C:7]([S:10](Cl)(=[O:12])=[O:11])=[CH:6][CH:5]=1)([O-:3])=[O:2].[C:14]([O:23][CH3:24])(=[O:22])[C:15]1[C:16](=[CH:18][CH:19]=[CH:20][CH:21]=1)[NH2:17].N1C=CC=CC=1.O. (6) Given the product [CH3:10][C:11]1[C:16]([NH:17][C:18]([C:20]2[S:24][C:23]([NH:25][C:26]3[CH:27]=[C:28]([N:33]4[CH2:38][CH2:37][N:36]([CH2:39][CH2:40][OH:41])[CH2:35][CH2:34]4)[N:29]=[C:30]([CH3:32])[N:31]=3)=[N:22][CH:21]=2)=[O:19])=[C:15]([Cl:42])[CH:14]=[CH:13][CH:12]=1.[NH2:43][C@H:44]([C:49]([NH2:3])=[O:51])[CH2:45][CH:46]([CH3:48])[CH3:47], predict the reactants needed to synthesize it. The reactants are: CC(C)[N:3]=C=NC(C)C.[CH3:10][C:11]1[C:16]([NH:17][C:18]([C:20]2[S:24][C:23]([NH:25][C:26]3[CH:27]=[C:28]([N:33]4[CH2:38][CH2:37][N:36]([CH2:39][CH2:40][OH:41])[CH2:35][CH2:34]4)[N:29]=[C:30]([CH3:32])[N:31]=3)=[N:22][CH:21]=2)=[O:19])=[C:15]([Cl:42])[CH:14]=[CH:13][CH:12]=1.[NH:43](C(OC(C)(C)C)=O)[C@H:44]([C:49]([OH:51])=O)[CH2:45][CH:46]([CH3:48])[CH3:47].C1(C)C=CC(S([O-])(=O)=O)=CC=1.CN(C)C1C=C[NH+]=CC=1. (7) The reactants are: [CH2:1]([N:3](CC)[CH2:4]C)C.Cl.CNC.[CH2:12]([CH:16]([CH2:20][C:21]1[CH:26]=[CH:25][C:24]([O:27][CH2:28][CH2:29][NH:30][C:31]([C:33]2[CH:38]=[CH:37][C:36]([C:39]3[CH:44]=[CH:43][C:42]([CH:45]=O)=[CH:41][CH:40]=3)=[CH:35][CH:34]=2)=[O:32])=[CH:23][CH:22]=1)[C:17]([OH:19])=[O:18])[CH2:13][CH2:14][CH3:15].[BH4-].[Na+]. Given the product [CH2:12]([CH:16]([CH2:20][C:21]1[CH:26]=[CH:25][C:24]([O:27][CH2:28][CH2:29][NH:30][C:31]([C:33]2[CH:38]=[CH:37][C:36]([C:39]3[CH:44]=[CH:43][C:42]([CH2:45][N:3]([CH3:4])[CH3:1])=[CH:41][CH:40]=3)=[CH:35][CH:34]=2)=[O:32])=[CH:23][CH:22]=1)[C:17]([OH:19])=[O:18])[CH2:13][CH2:14][CH3:15], predict the reactants needed to synthesize it.